This data is from Peptide-MHC class I binding affinity with 185,985 pairs from IEDB/IMGT. The task is: Regression. Given a peptide amino acid sequence and an MHC pseudo amino acid sequence, predict their binding affinity value. This is MHC class I binding data. (1) The MHC is HLA-A02:01 with pseudo-sequence HLA-A02:01. The peptide sequence is VQLLGRRFV. The binding affinity (normalized) is 0.0847. (2) The peptide sequence is NTIEELSGY. The MHC is HLA-A02:01 with pseudo-sequence HLA-A02:01. The binding affinity (normalized) is 0.0847. (3) The binding affinity (normalized) is 0.361. The MHC is HLA-A02:06 with pseudo-sequence HLA-A02:06. The peptide sequence is GLCTLVAML. (4) The peptide sequence is GVYGGLCLA. The MHC is HLA-A02:06 with pseudo-sequence HLA-A02:06. The binding affinity (normalized) is 1.00. (5) The peptide sequence is AVFDSFVER. The MHC is HLA-A26:01 with pseudo-sequence HLA-A26:01. The binding affinity (normalized) is 0.0847. (6) The MHC is H-2-Db with pseudo-sequence H-2-Db. The binding affinity (normalized) is 0.0760. The peptide sequence is CFDVFKEL. (7) The peptide sequence is NYKAVSCDF. The MHC is HLA-A23:01 with pseudo-sequence HLA-A23:01. The binding affinity (normalized) is 0.339. (8) The peptide sequence is RGFAAPQFS. The MHC is Mamu-B3901 with pseudo-sequence Mamu-B3901. The binding affinity (normalized) is 0.899.